Predict which catalyst facilitates the given reaction. From a dataset of Catalyst prediction with 721,799 reactions and 888 catalyst types from USPTO. (1) Reactant: [O:1]1[C@H:3]2[CH2:4][C@@H:5]3[C@@H:21]([C@@:22]4([CH3:28])[CH2:23][CH2:24][C@H:25]([OH:27])[CH2:26][C:2]124)[CH2:20][CH2:19][C@@:18]1([CH3:29])[C@H:6]3[CH2:7][CH2:8][C@@H:9]1[C@H:10]([CH3:17])[CH2:11][CH2:12][CH2:13][CH:14]([CH3:16])[CH3:15].[NH2:30][CH2:31][CH2:32][CH2:33][CH2:34][NH:35][CH2:36][CH2:37][CH2:38][NH2:39].C(O)CCC. Product: [OH:1][C@:2]12[CH2:26][C@@H:25]([OH:27])[CH2:24][CH2:23][C@:22]1([CH3:28])[C@@H:21]1[C@H:5]([C@H:6]3[C@:18]([CH3:29])([CH2:19][CH2:20]1)[C@@H:9]([C@H:10]([CH3:17])[CH2:11][CH2:12][CH2:13][CH:14]([CH3:16])[CH3:15])[CH2:8][CH2:7]3)[CH2:4][C@H:3]2[NH:30][CH2:31][CH2:32][CH2:33][CH2:34][NH:35][CH2:36][CH2:37][CH2:38][NH2:39]. The catalyst class is: 310. (2) Reactant: Br[C:2]1[CH:3]=[C:4]([C:7]([NH2:9])=[O:8])[S:5][CH:6]=1.C([O-])(=O)C.[K+].[CH3:15][C:16]1([CH3:32])[C:20]([CH3:22])([CH3:21])[O:19][B:18]([B:18]2[O:19][C:20]([CH3:22])([CH3:21])[C:16]([CH3:32])([CH3:15])[O:17]2)[O:17]1.O. Product: [CH3:15][C:16]1([CH3:32])[C:20]([CH3:22])([CH3:21])[O:19][B:18]([C:2]2[CH:3]=[C:4]([C:7]([NH2:9])=[O:8])[S:5][CH:6]=2)[O:17]1. The catalyst class is: 57. (3) Reactant: N1C2C(=CC=CC=2)C=CC=1.C([O:18][C:19]1[CH:24]=[CH:23][C:22]([CH:25]([C:31]#[C:32][CH3:33])[CH2:26][C:27]([O:29][CH3:30])=[O:28])=[CH:21][CH:20]=1)C1C=CC=CC=1. Product: [OH:18][C:19]1[CH:20]=[CH:21][C:22]([CH:25]([CH2:31][CH2:32][CH3:33])[CH2:26][C:27]([O:29][CH3:30])=[O:28])=[CH:23][CH:24]=1. The catalyst class is: 78. (4) Reactant: [CH2:1]([C:4]1[S:5][C:6]2[C:15]3[CH:14]=[CH:13][C:12]([O:16][CH2:17][CH2:18][NH:19][C:20](=[O:26])[O:21][C:22]([CH3:25])([CH3:24])[CH3:23])=[CH:11][C:10]=3[N:9]=[CH:8][C:7]=2[N:27]=1)[CH2:2][CH3:3].C1C=C(Cl)C=C(C(OO)=[O:36])C=1. Product: [O-:36][N+:9]1[C:10]2[CH:11]=[C:12]([O:16][CH2:17][CH2:18][NH:19][C:20](=[O:26])[O:21][C:22]([CH3:25])([CH3:24])[CH3:23])[CH:13]=[CH:14][C:15]=2[C:6]2[S:5][C:4]([CH2:1][CH2:2][CH3:3])=[N:27][C:7]=2[CH:8]=1. The catalyst class is: 4. (5) The catalyst class is: 184. Reactant: [O:1]1[CH:5]=[CH:4][CH:3]=[C:2]1[C:6]1[C:11](I)=[C:10]([S:13][CH3:14])[N:9]=[C:8]([NH2:15])[N:7]=1.[C:16](#[N:19])[CH:17]=[CH2:18].C(=O)([O-])[O-].[Cs+].[Cs+]. Product: [NH2:15][C:8]1[N:7]=[C:6]([C:2]2[O:1][CH:5]=[CH:4][CH:3]=2)[C:11](/[CH:18]=[CH:17]/[C:16]#[N:19])=[C:10]([S:13][CH3:14])[N:9]=1. (6) Reactant: [N+:1]([C:4]1[CH:10]=[CH:9][CH:8]=[C:6]([OH:7])[C:5]=1[OH:11])([O-:3])=[O:2].[F-].[Cs+].Br[CH:15](Br)[CH3:16]. Product: [N+:1]([C:4]1[C:5]2[O:11][CH2:16][CH2:15][O:7][C:6]=2[CH:8]=[CH:9][CH:10]=1)([O-:3])=[O:2]. The catalyst class is: 3.